Task: Predict the reactants needed to synthesize the given product.. Dataset: Full USPTO retrosynthesis dataset with 1.9M reactions from patents (1976-2016) (1) Given the product [CH2:10]([O:9][C:7]([NH:6][CH2:5][C:4]([F:17])([F:18])[C:3]([OH:19])=[O:2])=[O:8])[C:11]1[CH:12]=[CH:13][CH:14]=[CH:15][CH:16]=1, predict the reactants needed to synthesize it. The reactants are: C[O:2][C:3](=[O:19])[C:4]([F:18])([F:17])[CH2:5][NH:6][C:7]([O:9][CH2:10][C:11]1[CH:16]=[CH:15][CH:14]=[CH:13][CH:12]=1)=[O:8].C1COCC1.[OH-].[Na+]. (2) Given the product [CH:1]1([S:4]([C:7]2[CH:12]=[CH:11][C:10]([CH:13]([C:14]3[NH:49][C:45]([C:41]4[S:40][CH:44]=[CH:43][N:42]=4)=[CH:16][CH:15]=3)[CH2:18][C@H:19]3[CH2:39][CH2:38][C:21]4([O:25][C@H:24]([C:26]5[CH:31]=[CH:30][CH:29]=[CH:28][CH:27]=5)[C@@H:23]([C:32]5[CH:33]=[CH:34][CH:35]=[CH:36][CH:37]=5)[O:22]4)[CH2:20]3)=[CH:9][CH:8]=2)(=[O:6])=[O:5])[CH2:3][CH2:2]1, predict the reactants needed to synthesize it. The reactants are: [CH:1]1([S:4]([C:7]2[CH:12]=[CH:11][C:10]([CH:13]([CH2:18][C@H:19]3[CH2:39][CH2:38][C:21]4([O:25][C@H:24]([C:26]5[CH:31]=[CH:30][CH:29]=[CH:28][CH:27]=5)[C@@H:23]([C:32]5[CH:37]=[CH:36][CH:35]=[CH:34][CH:33]=5)[O:22]4)[CH2:20]3)[C:14](=O)[CH:15]=[CH2:16])=[CH:9][CH:8]=2)(=[O:6])=[O:5])[CH2:3][CH2:2]1.[S:40]1[CH:44]=[CH:43][N:42]=[C:41]1[CH:45]=O.C([N:49](CC)CC)C.C([O-])(=O)C.[NH4+]. (3) Given the product [CH3:59][C:55]1[CH:54]=[CH:53][CH:52]=[C:51]2[C:56]=1[C:57](=[O:58])[N:48]([C:44]1[CH:45]=[CH:46][CH:47]=[CH:42][C:43]=1[C:7]#[N:8])[C:49]([CH:60]([NH:62][C:63]1[N:71]=[CH:70][N:69]=[C:68]3[C:64]=1[N:65]=[CH:66][NH:67]3)[CH3:61])=[N:50]2, predict the reactants needed to synthesize it. The reactants are: CC1C(=O)CC(N2CC3C(=CC=CC=3)N(CCNC3N=CN=C4C=3N=CN4COCC[Si](C)(C)C)C2)=C(C=1)[C:7]#[N:8].O[C:42]1[CH:43]=[C:44]([N:48]2[C:57](=[O:58])[C:56]3[C:51](=[CH:52][CH:53]=[CH:54][C:55]=3[CH3:59])[N:50]=[C:49]2[CH:60]([NH:62][C:63]2[N:71]=[CH:70][N:69]=[C:68]3[C:64]=2[N:65]=[CH:66][NH:67]3)[CH3:61])[CH:45]=[CH:46][CH:47]=1. (4) Given the product [C:29]([O:28][C:26]([N:23]1[CH2:22][CH:21]=[C:20]([C:2]2[CH:3]=[CH:4][C:5]([C:8]([O:10][CH3:11])=[O:9])=[N:6][CH:7]=2)[CH2:25][CH2:24]1)=[O:27])([CH3:32])([CH3:30])[CH3:31], predict the reactants needed to synthesize it. The reactants are: Br[C:2]1[CH:3]=[CH:4][C:5]([C:8]([O:10][CH3:11])=[O:9])=[N:6][CH:7]=1.CC1(C)C(C)(C)OB([C:20]2[CH2:25][CH2:24][N:23]([C:26]([O:28][C:29]([CH3:32])([CH3:31])[CH3:30])=[O:27])[CH2:22][CH:21]=2)O1.C(=O)([O-])[O-].[Na+].[Na+].C(OCC)(=O)C. (5) The reactants are: [OH:1][C:2]1[C:10]([O:11][CH3:12])=[CH:9][CH:8]=[CH:7][C:3]=1[C:4]([OH:6])=O.C[Li].[CH3:15]COCC.Cl. Given the product [OH:1][C:2]1[C:10]([O:11][CH3:12])=[CH:9][CH:8]=[CH:7][C:3]=1[C:4](=[O:6])[CH3:15], predict the reactants needed to synthesize it.